Predict which catalyst facilitates the given reaction. From a dataset of Catalyst prediction with 721,799 reactions and 888 catalyst types from USPTO. (1) Reactant: [Br:1][C:2]1[CH:8]=[CH:7][C:5]([NH2:6])=[C:4]([Cl:9])[CH:3]=1.[C:10](Cl)(Cl)=[S:11]. Product: [Br:1][C:2]1[CH:8]=[CH:7][C:5]([N:6]=[C:10]=[S:11])=[C:4]([Cl:9])[CH:3]=1. The catalyst class is: 685. (2) Reactant: [Br:1][C:2]1[CH:3]=[N:4][CH:5]=[CH:6][C:7]=1/[CH:8]=[C:9]1/[C:10](=[O:20])[C:11]2[C:16]([CH2:17]/1)=[CH:15][C:14]([CH3:18])=[C:13]([CH3:19])[CH:12]=2. Product: [Br:1][C:2]1[CH:3]=[N:4][CH:5]=[CH:6][C:7]=1[CH2:8][CH:9]1[CH2:17][C:16]2[C:11](=[CH:12][C:13]([CH3:19])=[C:14]([CH3:18])[CH:15]=2)[C:10]1=[O:20]. The catalyst class is: 553. (3) Reactant: [OH:1][C:2]1[C:3]([C:19]([OH:21])=O)=[N:4][N:5]2[C@@H:10]([C:11]3[CH:16]=[CH:15][CH:14]=[CH:13][CH:12]=3)[CH2:9][N:8]([CH3:17])[C:7](=[O:18])[C:6]=12.C1C=NC2N(O)N=NC=2C=1.C(Cl)CCl.Cl.[NH2:37][CH2:38][C:39]1[CH:48]=[CH:47][C:46]([F:49])=[CH:45][C:40]=1[C:41]([O:43][CH3:44])=[O:42].C(N(CC)CC)C. Product: [F:49][C:46]1[CH:47]=[CH:48][C:39]([CH2:38][NH:37][C:19]([C:3]2[C:2]([OH:1])=[C:6]3[C:7](=[O:18])[N:8]([CH3:17])[CH2:9][C@H:10]([C:11]4[CH:12]=[CH:13][CH:14]=[CH:15][CH:16]=4)[N:5]3[N:4]=2)=[O:21])=[C:40]([CH:45]=1)[C:41]([O:43][CH3:44])=[O:42]. The catalyst class is: 3.